From a dataset of hERG Central: cardiac toxicity at 1µM, 10µM, and general inhibition. Predict hERG channel inhibition at various concentrations. (1) The molecule is Cc1ccccc1-[n+]1c(-c2ccccc2)cc(-c2ccccc2)cc1-c1ccccc1.[O-][Cl+3]([O-])([O-])[O-]. Results: hERG_inhib (hERG inhibition (general)): blocker. (2) The molecule is O=C(NCCCc1ccncc1)C1CCC(=O)N(CCc2cccc(F)c2)C1. Results: hERG_inhib (hERG inhibition (general)): blocker. (3) The compound is CCCCn1c(N)c(Sc2ccc([N+](=O)[O-])cc2)c(=O)[nH]c1=O. Results: hERG_inhib (hERG inhibition (general)): blocker. (4) The drug is Cc1ccccc1N1CCN(C2CCCN(C(=O)c3cc(C(C)C)[nH]n3)C2)CC1. Results: hERG_inhib (hERG inhibition (general)): blocker. (5) The molecule is COc1ccc(CCN2C(=O)CC(NNc3ccc([N+](=O)[O-])cc3)C2=O)cc1OC. Results: hERG_inhib (hERG inhibition (general)): blocker. (6) The drug is COC(=O)C(C)Sc1nc2c(c(=O)[nH]c(=O)n2C)n1CCCc1ccccc1. Results: hERG_inhib (hERG inhibition (general)): blocker.